This data is from Reaction yield outcomes from USPTO patents with 853,638 reactions. The task is: Predict the reaction yield, written as a fraction of the theoretical maximum amount of product (1.0 means a 100% yield; for example, 0.34 means a 34% yield). The product is [CH3:16][NH:15][S:12]([CH2:11][CH2:10][C:7]1[CH:8]=[CH:9][C:4]([N+:1]([O-:3])=[O:2])=[CH:5][CH:6]=1)(=[O:14])=[O:13]. The reactants are [N+:1]([C:4]1[CH:9]=[CH:8][C:7]([CH2:10][CH2:11][S:12]([N:15]2CCOC[CH2:16]2)(=[O:14])=[O:13])=[CH:6][CH:5]=1)([O-:3])=[O:2].CN. The catalyst is CO. The yield is 0.190.